Dataset: Full USPTO retrosynthesis dataset with 1.9M reactions from patents (1976-2016). Task: Predict the reactants needed to synthesize the given product. (1) Given the product [NH2:1][C:2]1[N:3]=[C:4]([Cl:15])[C:5]2[CH2:9][C:10](=[O:12])[N:23]([CH2:22][C:17]3[CH:18]=[CH:19][CH:20]=[CH:21][N:16]=3)[C:6]=2[N:7]=1, predict the reactants needed to synthesize it. The reactants are: [NH2:1][C:2]1[N:7]=[C:6](Cl)[C:5]([CH2:9][C:10]([O:12]CC)=O)=[C:4]([Cl:15])[N:3]=1.[N:16]1[CH:21]=[CH:20][CH:19]=[CH:18][C:17]=1[CH2:22][NH2:23].CCN(C(C)C)C(C)C. (2) Given the product [CH:1]1([C:6]2[C:8]3[C:9](=[CH:10][CH:11]=[CH:12][CH:13]=3)[NH:16][N:15]=2)[CH2:5][CH2:4][CH2:3][CH2:2]1, predict the reactants needed to synthesize it. The reactants are: [CH:1]1([C:6]([C:8]2[CH:13]=[CH:12][CH:11]=[CH:10][C:9]=2F)=O)[CH2:5][CH2:4][CH2:3][CH2:2]1.[NH2:15][NH2:16].